This data is from Forward reaction prediction with 1.9M reactions from USPTO patents (1976-2016). The task is: Predict the product of the given reaction. (1) Given the reactants [F:1][C:2]1[CH:3]=[C:4]([C@@H:10]([N:13]2[C:18](=[O:19])[CH2:17][CH2:16][CH2:15][C@H:14]2[C:20]#N)[CH2:11][OH:12])[CH:5]=[C:6]([F:9])[C:7]=1[F:8].C(=O)(O)[O-:23].[Na+].C(Cl)(Cl)Cl.Cl.[CH2:32]([OH:34])[CH3:33], predict the reaction product. The product is: [OH:12][CH2:11][CH:10]([N:13]1[C:18](=[O:19])[CH2:17][CH2:16][CH2:15][CH:14]1[C:20]([O:34][CH2:32][CH3:33])=[O:23])[C:4]1[CH:3]=[C:2]([F:1])[C:7]([F:8])=[C:6]([F:9])[CH:5]=1. (2) Given the reactants Cl[C:2]1[C:7]([C:8]([C:10]2[NH:11][CH:12]=[CH:13][CH:14]=2)=O)=[CH:6][CH:5]=[CH:4][N:3]=1.O.[NH2:16][NH2:17], predict the reaction product. The product is: [NH:11]1[CH:12]=[CH:13][CH:14]=[C:10]1[C:8]1[C:7]2[C:2](=[N:3][CH:4]=[CH:5][CH:6]=2)[NH:17][N:16]=1. (3) Given the reactants [Mn]([O-])(=O)(=O)=O.[K+].CN(C)C=[O:10].[F:12][C:13]1[CH:18]=[CH:17][C:16]([N:19]2[CH:23]=[CH:22][C:21]([CH:24]=[O:25])=[CH:20]2)=[CH:15][CH:14]=1.[OH-].[Na+], predict the reaction product. The product is: [F:12][C:13]1[CH:14]=[CH:15][C:16]([N:19]2[CH:23]=[CH:22][C:21]([C:24]([OH:10])=[O:25])=[CH:20]2)=[CH:17][CH:18]=1. (4) Given the reactants [Cl:1][C:2]1[CH:25]=[CH:24][C:5]([CH2:6][N:7]2[C:12]3[S:13][C:14]4[CH2:19][NH:18][CH2:17][CH2:16][C:15]=4[C:11]=3[C:10]3=[N:20][CH:21]=[N:22][N:9]3[C:8]2=[O:23])=[CH:4][CH:3]=1.C(O[BH-](OC(=O)C)OC(=O)C)(=O)C.[Na+].[CH:40](=O)[C:41]1[CH:46]=[CH:45][CH:44]=[CH:43][CH:42]=1, predict the reaction product. The product is: [Cl:1][C:2]1[CH:3]=[CH:4][C:5]([CH2:6][N:7]2[C:12]3[S:13][C:14]4[CH2:19][N:18]([CH2:40][C:41]5[CH:46]=[CH:45][CH:44]=[CH:43][CH:42]=5)[CH2:17][CH2:16][C:15]=4[C:11]=3[C:10]3=[N:20][CH:21]=[N:22][N:9]3[C:8]2=[O:23])=[CH:24][CH:25]=1. (5) The product is: [S:4]1[C:5]2=[N:6][CH:7]=[CH:8][N:9]=[C:10]2[C:2]([NH:11][CH2:12][CH2:13][CH2:14][NH2:15])=[N:3]1. Given the reactants Br[C:2]1[C:10]2[C:5](=[N:6][CH:7]=[CH:8][N:9]=2)[S:4][N:3]=1.[NH2:11][CH2:12][CH2:13][CH2:14][NH2:15], predict the reaction product. (6) The product is: [F:1][C:2]1[CH:3]=[CH:4][C:5]([CH2:6][CH:7]2[CH2:14][CH2:13][CH2:12][NH:11][C:9](=[O:10])[CH2:8]2)=[CH:15][CH:16]=1. Given the reactants [F:1][C:2]1[CH:16]=[CH:15][C:5]([CH:6]=[C:7]2[CH2:14][CH2:13][CH2:12][NH:11][C:9](=[O:10])[CH2:8]2)=[CH:4][CH:3]=1.CO, predict the reaction product. (7) Given the reactants [C:1]([C:5]1[CH:6]=[C:7]([NH:10][C:11]([NH:13][C:14]2[C:23]3[C:18](=[CH:19][CH:20]=[CH:21][CH:22]=3)[C:17]([O:24][CH2:25][CH2:26][N:27]3[CH2:32][CH2:31][O:30][CH2:29][CH2:28]3)=[CH:16][CH:15]=2)=[O:12])[NH:8][N:9]=1)([CH3:4])([CH3:3])[CH3:2].[C:33]1(B(O)O)[CH:38]=[CH:37][CH:36]=[CH:35][CH:34]=1.N1C=CC=CC=1, predict the reaction product. The product is: [C:1]([C:5]1[CH:6]=[C:7]([NH:10][C:11]([NH:13][C:14]2[C:23]3[C:18](=[CH:19][CH:20]=[CH:21][CH:22]=3)[C:17]([O:24][CH2:25][CH2:26][N:27]3[CH2:32][CH2:31][O:30][CH2:29][CH2:28]3)=[CH:16][CH:15]=2)=[O:12])[N:8]([C:33]2[CH:38]=[CH:37][CH:36]=[CH:35][CH:34]=2)[N:9]=1)([CH3:4])([CH3:2])[CH3:3].